Predict which catalyst facilitates the given reaction. From a dataset of Catalyst prediction with 721,799 reactions and 888 catalyst types from USPTO. (1) Reactant: C([NH:4]C(C)C)(C)C.[N:8]1([C:13]2[N:18]=[C:17]([CH2:19]N=C(C3C=CC=CC=3)C3C=CC=CC=3)[CH:16]=[C:15]([CH3:34])[N:14]=2)[CH:12]=[CH:11][N:10]=[CH:9]1.[C:35]([O:39][CH2:40][CH3:41])(=[O:38])[CH:36]=[CH2:37].Cl. Product: [CH2:40]([O:39][C:35](=[O:38])[CH:36]([NH2:4])[CH2:37][CH2:19][C:17]1[CH:16]=[C:15]([CH3:34])[N:14]=[C:13]([N:8]2[CH:12]=[CH:11][N:10]=[CH:9]2)[N:18]=1)[CH3:41]. The catalyst class is: 1. (2) Reactant: OC(C(F)(F)F)=O.[CH:8]([N:11]1[C:15]([C:16]2[S:17][C:18]3[CH2:19][CH2:20][O:21][C:22]4[CH:29]=[C:28]([CH:30]5[CH2:35][CH2:34][NH:33][CH2:32][CH2:31]5)[CH:27]=[CH:26][C:23]=4[C:24]=3[N:25]=2)=[N:14][CH:13]=[N:12]1)([CH3:10])[CH3:9].C(=O)([O-])[O-].[K+].[K+].[C:42]([NH:46][C:47](=[O:50])[CH2:48]Cl)([CH3:45])([CH3:44])[CH3:43]. Product: [C:42]([NH:46][C:47](=[O:50])[CH2:48][N:33]1[CH2:34][CH2:35][CH:30]([C:28]2[CH:27]=[CH:26][C:23]3[C:24]4[N:25]=[C:16]([C:15]5[N:11]([CH:8]([CH3:10])[CH3:9])[N:12]=[CH:13][N:14]=5)[S:17][C:18]=4[CH2:19][CH2:20][O:21][C:22]=3[CH:29]=2)[CH2:31][CH2:32]1)([CH3:45])([CH3:44])[CH3:43]. The catalyst class is: 677.